Dataset: Full USPTO retrosynthesis dataset with 1.9M reactions from patents (1976-2016). Task: Predict the reactants needed to synthesize the given product. (1) Given the product [C:16]([C:20]1[CH:41]=[CH:40][C:23]([CH2:24][N:25]2[C:30](=[O:31])[C:29]([C:32]3[CH:37]=[CH:36][C:35]([O:38][C:2]4[C:11]5[C:6](=[CH:7][C:8]([O:14][CH3:15])=[C:9]([O:12][CH3:13])[CH:10]=5)[N:5]=[CH:4][CH:3]=4)=[C:34]([F:39])[CH:33]=3)=[CH:28][N:27]=[CH:26]2)=[CH:22][CH:21]=1)([CH3:19])([CH3:17])[CH3:18], predict the reactants needed to synthesize it. The reactants are: Cl[C:2]1[C:11]2[C:6](=[CH:7][C:8]([O:14][CH3:15])=[C:9]([O:12][CH3:13])[CH:10]=2)[N:5]=[CH:4][CH:3]=1.[C:16]([C:20]1[CH:41]=[CH:40][C:23]([CH2:24][N:25]2[C:30](=[O:31])[C:29]([C:32]3[CH:37]=[CH:36][C:35]([OH:38])=[C:34]([F:39])[CH:33]=3)=[CH:28][N:27]=[CH:26]2)=[CH:22][CH:21]=1)([CH3:19])([CH3:18])[CH3:17]. (2) Given the product [CH2:1]([N:8]1[CH:12]=[C:11]([C:13]2[CH:22]=[C:21]([O:23][CH2:24][CH2:25][C@@H:26]3[NH:40][C:39](=[O:41])[N:38]([CH3:42])[CH2:37][CH2:36][CH2:35][CH2:34][CH:33]=[CH:32][C@H:31]4[C@@:29]([C:43]([NH:57][S:54]([C:51]5([CH3:50])[CH2:53][CH2:52]5)(=[O:56])=[O:55])=[O:44])([CH2:30]4)[NH:28][C:27]3=[O:46])[C:20]3[C:15](=[C:16]([CH3:49])[C:17]([O:47][CH3:48])=[CH:18][CH:19]=3)[N:14]=2)[CH:10]=[N:9]1)[C:2]1[CH:3]=[CH:4][CH:5]=[CH:6][CH:7]=1, predict the reactants needed to synthesize it. The reactants are: [CH2:1]([N:8]1[CH:12]=[C:11]([C:13]2[CH:22]=[C:21]([O:23][CH2:24][CH2:25][C@@H:26]3[NH:40][C:39](=[O:41])[N:38]([CH3:42])[CH2:37][CH2:36][CH2:35][CH2:34][CH:33]=[CH:32][C@H:31]4[C@@:29]([C:43](O)=[O:44])([CH2:30]4)[NH:28][C:27]3=[O:46])[C:20]3[C:15](=[C:16]([CH3:49])[C:17]([O:47][CH3:48])=[CH:18][CH:19]=3)[N:14]=2)[CH:10]=[N:9]1)[C:2]1[CH:7]=[CH:6][CH:5]=[CH:4][CH:3]=1.[CH3:50][C:51]1([S:54]([NH2:57])(=[O:56])=[O:55])[CH2:53][CH2:52]1. (3) The reactants are: [NH:1](C(OC(C)(C)C)=O)[C@H:2]([C:8]([NH:10][C@H:11]([C:29]([N:31]1[CH2:70][CH2:69][CH2:68][C@H:32]1[C:33]([NH:35][C@H:36]([C:38]([NH:40][C@H:41]([C:58]([O:60]CC1C=CC=CC=1)=[O:59])[CH2:42][CH2:43][CH2:44][CH2:45][NH:46]C(OCC1C=CC=CC=1Cl)=O)=[O:39])[CH3:37])=[O:34])=[O:30])[CH2:12][CH2:13][CH2:14][NH:15][C:16](=[NH:28])[NH:17]S(C1C=CC(C)=CC=1)(=O)=O)=[O:9])[CH2:3][CH2:4][C:5](=[O:7])[NH2:6].C1(OC)C=CC=CC=1. Given the product [NH2:1][C@H:2]([C:8]([NH:10][C@H:11]([C:29]([N:31]1[CH2:70][CH2:69][CH2:68][C@H:32]1[C:33]([NH:35][C@H:36]([C:38]([NH:40][C@H:41]([C:58]([OH:60])=[O:59])[CH2:42][CH2:43][CH2:44][CH2:45][NH2:46])=[O:39])[CH3:37])=[O:34])=[O:30])[CH2:12][CH2:13][CH2:14][NH:15][C:16](=[NH:17])[NH2:28])=[O:9])[CH2:3][CH2:4][C:5](=[O:7])[NH2:6], predict the reactants needed to synthesize it.